Dataset: Reaction yield outcomes from USPTO patents with 853,638 reactions. Task: Predict the reaction yield, written as a fraction of the theoretical maximum amount of product (1.0 means a 100% yield; for example, 0.34 means a 34% yield). (1) The reactants are FC(F)(F)S(OS(C(F)(F)F)(=O)=O)(=O)=O.C1(P(=O)(C2C=CC=CC=2)C2C=CC=CC=2)C=CC=CC=1.C([S:43][CH:44]([CH2:73][N:74]1[CH2:79][CH2:78][S:77](=[O:81])(=[O:80])[CH2:76][CH2:75]1)[CH2:45][NH:46][C:47]([C:49]1[NH:50][C:51]2[C:56]([CH:57]=1)=[CH:55][C:54]([O:58][CH2:59][CH2:60][O:61][CH3:62])=[CH:53][C:52]=2[NH:63][S:64]([C:67]1[CH:72]=[CH:71][CH:70]=[CH:69][N:68]=1)(=[O:66])=[O:65])=O)C1C=CC=CC=1.C1(SC)C=CC=CC=1. The catalyst is ClCCl.O. The product is [O:80]=[S:77]1(=[O:81])[CH2:76][CH2:75][N:74]([CH2:73][CH:44]2[S:43][C:47]([C:49]3[NH:50][C:51]4[C:56]([CH:57]=3)=[CH:55][C:54]([O:58][CH2:59][CH2:60][O:61][CH3:62])=[CH:53][C:52]=4[NH:63][S:64]([C:67]3[CH:72]=[CH:71][CH:70]=[CH:69][N:68]=3)(=[O:66])=[O:65])=[N:46][CH2:45]2)[CH2:79][CH2:78]1. The yield is 0.440. (2) The reactants are [NH2:1][C:2]1[CH:14]=[CH:13][CH:12]=[CH:11][C:3]=1[C:4]([O:6][C:7]([CH3:10])([CH3:9])[CH3:8])=[O:5].C1C(=O)N([I:22])C(=O)C1. The catalyst is CN(C=O)C.CCOC(C)=O. The product is [NH2:1][C:2]1[CH:14]=[CH:13][C:12]([I:22])=[CH:11][C:3]=1[C:4]([O:6][C:7]([CH3:10])([CH3:9])[CH3:8])=[O:5]. The yield is 0.620. (3) The product is [CH2:12]([O:19][CH2:20][CH2:21][CH:22]=[O:23])[C:13]1[CH:18]=[CH:17][CH:16]=[CH:15][CH:14]=1. The catalyst is ClCCl. The yield is 0.790. The reactants are C1C=C[NH+]=CC=1.[O-][Cr](Cl)(=O)=O.[CH2:12]([O:19][CH2:20][CH2:21][CH2:22][OH:23])[C:13]1[CH:18]=[CH:17][CH:16]=[CH:15][CH:14]=1. (4) The reactants are [NH2:1][C:2]1[C:7]2=[CH:8][CH:9]=[C:10]([C:11]#[C:12][CH2:13][CH2:14][OH:15])[N:6]2[N:5]=[CH:4][N:3]=1. The catalyst is C(O)(=O)C.[Pt](=O)=O. The product is [NH2:1][C:2]1[C:7]2=[CH:8][CH:9]=[C:10]([CH2:11][CH2:12][CH2:13][CH2:14][OH:15])[N:6]2[N:5]=[CH:4][N:3]=1. The yield is 0.910. (5) The reactants are [F:1][C:2]1[CH:7]=[CH:6][CH:5]=[CH:4][C:3]=1[C:8]1[N:9]=[C:10]([CH2:22][N:23]([CH3:31])[C:24](=[O:30])[O:25][C:26]([CH3:29])([CH3:28])[CH3:27])[S:11][C:12]=1[S:13][C:14]1[CH:19]=[CH:18][CH:17]=[C:16]([O:20][CH3:21])[CH:15]=1.ClC1C=CC=C(C(OO)=[O:40])C=1.S([O-])([O-])(=O)=S.[Na+].[Na+].[OH-:50].[Na+]. The catalyst is C(O)(=O)C. The product is [F:1][C:2]1[CH:7]=[CH:6][CH:5]=[CH:4][C:3]=1[C:8]1[N:9]=[C:10]([CH2:22][N:23]([CH3:31])[C:24](=[O:30])[O:25][C:26]([CH3:28])([CH3:27])[CH3:29])[S:11][C:12]=1[S:13]([C:14]1[CH:19]=[CH:18][CH:17]=[C:16]([O:20][CH3:21])[CH:15]=1)(=[O:40])=[O:50]. The yield is 0.740.